Dataset: Reaction yield outcomes from USPTO patents with 853,638 reactions. Task: Predict the reaction yield, written as a fraction of the theoretical maximum amount of product (1.0 means a 100% yield; for example, 0.34 means a 34% yield). (1) The reactants are [Br:1][C:2]1[CH:3]=[C:4]2[C:9](=[CH:10][CH:11]=1)[N:8]=[CH:7][C:6]([C:12]([CH:14]1[CH2:16][CH2:15]1)=[O:13])=[C:5]2Cl.[N:18]1([CH2:23][C:24]2[N:29]=[CH:28][C:27]([NH2:30])=[CH:26][CH:25]=2)[CH2:22][CH2:21][CH2:20][CH2:19]1. No catalyst specified. The product is [Br:1][C:2]1[CH:3]=[C:4]2[C:9](=[CH:10][CH:11]=1)[N:8]=[CH:7][C:6]([C:12]([CH:14]1[CH2:16][CH2:15]1)=[O:13])=[C:5]2[NH:30][C:27]1[CH:28]=[N:29][C:24]([CH2:23][N:18]2[CH2:22][CH2:21][CH2:20][CH2:19]2)=[CH:25][CH:26]=1. The yield is 0.780. (2) The reactants are [NH2:1][C:2]1[O:6][N:5]=[C:4]([CH3:7])[C:3]=1[Br:8].[H-].[Na+].[O:11]1[CH:15]=[CH:14][CH:13]=[C:12]1[S:16](Cl)(=[O:18])=[O:17]. No catalyst specified. The product is [Br:8][C:3]1[C:4]([CH3:7])=[N:5][O:6][C:2]=1[NH:1][S:16]([C:12]1[O:11][CH:15]=[CH:14][CH:13]=1)(=[O:18])=[O:17]. The yield is 0.200. (3) The reactants are [F:1][C:2]1[CH:3]=[C:4]2[C:12](=[CH:13][CH:14]=1)[N:11]([CH2:15][CH2:16][CH2:17][CH2:18][CH2:19][C:20]([O:22][CH2:23][CH3:24])=[O:21])[C:10]1[CH2:9][CH2:8][C:7](=[CH2:25])[C:6](=[O:26])[C:5]2=1.[CH2:27]([N:31]1[CH2:36][CH2:35][NH:34][CH2:33][CH2:32]1)[CH2:28][CH2:29][CH3:30]. The catalyst is C1(C)C=CC=CC=1. The product is [CH2:27]([N:31]1[CH2:36][CH2:35][N:34]([CH2:25][CH:7]2[C:6](=[O:26])[C:5]3[C:4]4[C:12](=[CH:13][CH:14]=[C:2]([F:1])[CH:3]=4)[N:11]([CH2:15][CH2:16][CH2:17][CH2:18][CH2:19][C:20]([O:22][CH2:23][CH3:24])=[O:21])[C:10]=3[CH2:9][CH2:8]2)[CH2:33][CH2:32]1)[CH2:28][CH2:29][CH3:30]. The yield is 0.370. (4) The reactants are [C:1]([C:5]1[CH:10]=[CH:9][C:8]([N+:11]([O-:13])=[O:12])=[CH:7][C:6]=1[OH:14])([CH3:4])([CH3:3])[CH3:2].[C:15]([O-])([O-])=O.[K+].[K+].CI. The catalyst is CN(C=O)C.O. The product is [C:1]([C:5]1[CH:10]=[CH:9][C:8]([N+:11]([O-:13])=[O:12])=[CH:7][C:6]=1[O:14][CH3:15])([CH3:4])([CH3:2])[CH3:3]. The yield is 0.760. (5) The product is [Cl:36][C:8]1[CH:9]=[C:10]([O:14][C:15]2[CH:20]=[CH:19][N:18]=[CH:17][C:16]=2[C:21]([N:23]2[C:32]3[C:27](=[CH:28][CH:29]=[CH:30][CH:31]=3)[N:26]([CH:33]3[CH2:35][CH2:34]3)[CH2:25][CH2:24]2)=[O:22])[C:11]([Cl:13])=[CH:12][C:7]=1[C:6]([NH:5][CH:4]([CH2:3][OH:38])[CH2:41][OH:42])=[O:37]. The yield is 0.720. No catalyst specified. The reactants are CO[C:3](=[O:38])[CH2:4][NH:5][C:6](=[O:37])[C:7]1[CH:12]=[C:11]([Cl:13])[C:10]([O:14][C:15]2[CH:20]=[CH:19][N:18]=[CH:17][C:16]=2[C:21]([N:23]2[C:32]3[C:27](=[CH:28][CH:29]=[CH:30][CH:31]=3)[N:26]([CH:33]3[CH2:35][CH2:34]3)[CH2:25][CH2:24]2)=[O:22])=[CH:9][C:8]=1[Cl:36].NC(CO)[CH2:41][OH:42]. (6) The reactants are C[O:2][C:3]([C:5]1[CH:21]=[CH:20][C:8]2[N:9]([CH2:12][CH2:13][O:14][CH2:15][S:16]([CH3:19])(=[O:18])=[O:17])[CH:10]=[N:11][C:7]=2[CH:6]=1)=[O:4].[Li+].[OH-].Cl. The catalyst is C1COCC1.O. The product is [CH3:19][S:16]([CH2:15][O:14][CH2:13][CH2:12][N:9]1[C:8]2[CH:20]=[CH:21][C:5]([C:3]([OH:4])=[O:2])=[CH:6][C:7]=2[N:11]=[CH:10]1)(=[O:17])=[O:18]. The yield is 0.840. (7) The reactants are [C:1]([Br:5])(Br)(Br)Br.OC[CH2:8][CH2:9][CH2:10][N:11]1[C:19]2[C:18](=[O:20])[NH:17][C:16]([NH:21][CH2:22][C:23]3[CH:28]=[CH:27][C:26]([Cl:29])=[C:25]([Cl:30])[CH:24]=3)=[N:15][C:14]=2[N:13]=[CH:12]1.C1(P(C2C=CC=CC=2)C2C=CC=CC=2)C=CC=CC=1. The catalyst is CC#N. The product is [Br:5][CH2:1][CH2:8][CH2:9][CH2:10][N:11]1[C:19]2[C:18](=[O:20])[NH:17][C:16]([NH:21][CH2:22][C:23]3[CH:28]=[CH:27][C:26]([Cl:29])=[C:25]([Cl:30])[CH:24]=3)=[N:15][C:14]=2[N:13]=[CH:12]1. The yield is 0.730.